This data is from Reaction yield outcomes from USPTO patents with 853,638 reactions. The task is: Predict the reaction yield, written as a fraction of the theoretical maximum amount of product (1.0 means a 100% yield; for example, 0.34 means a 34% yield). (1) The reactants are C[O:2][C:3]([C:5]1[CH:13]=[C:12]2[C:8]([C:9]([CH:32]3[CH2:37][CH2:36][CH2:35][CH2:34][CH2:33]3)=[C:10]([C:23]3[CH:28]=[CH:27][C:26]([NH2:29])=[C:25]([CH:30]=O)[CH:24]=3)[N:11]2[CH2:14][C:15]([N:17]2[CH2:22][CH2:21][O:20][CH2:19][CH2:18]2)=[O:16])=[CH:7][CH:6]=1)=[O:4].[CH3:38][C:39]1[S:40][C:41]([CH3:47])=[CH:42][C:43]=1[C:44](=O)[CH3:45]. No catalyst specified. The product is [CH:32]1([C:9]2[C:8]3[C:12](=[CH:13][C:5]([C:3]([OH:2])=[O:4])=[CH:6][CH:7]=3)[N:11]([CH2:14][C:15]([N:17]3[CH2:22][CH2:21][O:20][CH2:19][CH2:18]3)=[O:16])[C:10]=2[C:23]2[CH:24]=[C:25]3[C:26](=[CH:27][CH:28]=2)[N:29]=[C:44]([C:43]2[CH:42]=[C:41]([CH3:47])[S:40][C:39]=2[CH3:38])[CH:45]=[CH:30]3)[CH2:33][CH2:34][CH2:35][CH2:36][CH2:37]1. The yield is 0.290. (2) The reactants are [C:1]([O:5][C:6]([NH:8][CH2:9][C:10]1[C:11]([C:35]2[CH:40]=[CH:39][C:38]([CH3:41])=[CH:37][CH:36]=2)=[C:12]([C:21]([O:23][CH2:24][C:25]2[CH:30]=[CH:29][C:28]([CH2:31][C:32]([OH:34])=[O:33])=[CH:27][CH:26]=2)=[O:22])[C:13]([CH3:20])=[N:14][C:15]=1[CH2:16][CH:17]([CH3:19])[CH3:18])=[O:7])([CH3:4])([CH3:3])[CH3:2].[C:42](=O)([O-])[O-].[K+].[K+].CN(C)C=O.CI. The catalyst is C(OCC)(=O)C. The product is [C:1]([O:5][C:6]([NH:8][CH2:9][C:10]1[C:15]([CH2:16][CH:17]([CH3:18])[CH3:19])=[N:14][C:13]([CH3:20])=[C:12]([C:11]=1[C:35]1[CH:40]=[CH:39][C:38]([CH3:41])=[CH:37][CH:36]=1)[C:21]([O:23][CH2:24][C:25]1[CH:26]=[CH:27][C:28]([CH2:31][C:32]([O:34][CH3:42])=[O:33])=[CH:29][CH:30]=1)=[O:22])=[O:7])([CH3:2])([CH3:3])[CH3:4]. The yield is 0.840. (3) The reactants are [Cl:1][C:2]1[N:7]=[CH:6][N:5]=[C:4]([NH:8][C@H:9]2[CH2:25][C@@H:12]3[O:13]C(C4C=CC(OC)=CC=4)[O:15][CH2:16][C@@H:11]3[CH2:10]2)[CH:3]=1.N[C@@H]1C2C(=CC=CC=2)CC1. No catalyst specified. The product is [Cl:1][C:2]1[N:7]=[CH:6][N:5]=[C:4]([NH:8][C@H:9]2[CH2:25][C@H:12]([OH:13])[C@H:11]([CH2:16][OH:15])[CH2:10]2)[CH:3]=1. The yield is 0.410. (4) The reactants are [CH:1]([O:4][P:5]([C:11]1[CH:30]=[CH:29][C:14]([O:15][C:16]2[CH:17]=[C:18]([CH:22]=[C:23]([O:25][CH:26]([CH3:28])[CH3:27])[CH:24]=2)[C:19]([OH:21])=[O:20])=[CH:13][CH:12]=1)([O:7][CH:8]([CH3:10])[CH3:9])=[O:6])([CH3:3])[CH3:2].CN(C=O)C.C(Cl)(=O)C(Cl)=O.N1C=CC=CC=1.[CH3:48][Si:49]([CH3:54])([CH3:53])[CH2:50][CH2:51]O. The catalyst is C(Cl)Cl. The product is [CH3:48][Si:49]([CH3:54])([CH3:53])[CH2:50][CH2:51][O:20][C:19](=[O:21])[C:18]1[CH:22]=[C:23]([O:25][CH:26]([CH3:28])[CH3:27])[CH:24]=[C:16]([O:15][C:14]2[CH:29]=[CH:30][C:11]([P:5]([O:7][CH:8]([CH3:10])[CH3:9])([O:4][CH:1]([CH3:2])[CH3:3])=[O:6])=[CH:12][CH:13]=2)[CH:17]=1. The yield is 0.410.